This data is from Forward reaction prediction with 1.9M reactions from USPTO patents (1976-2016). The task is: Predict the product of the given reaction. (1) Given the reactants Cl.Cl.Cl.[O:4]1[C:12]2[CH:11]=[CH:10][N:9]=[C:8]([N:13]3[CH2:18][CH2:17][N:16]([CH2:19][CH2:20][C@H:21]4[CH2:26][CH2:25][C@H:24]([NH2:27])[CH2:23][CH2:22]4)[CH2:15][CH2:14]3)[C:7]=2[CH2:6][CH2:5]1.[O:28]1[CH2:32][CH2:31][CH2:30][CH:29]1[C:33](O)=[O:34], predict the reaction product. The product is: [O:4]1[C:12]2[CH:11]=[CH:10][N:9]=[C:8]([N:13]3[CH2:18][CH2:17][N:16]([CH2:19][CH2:20][C@H:21]4[CH2:26][CH2:25][C@H:24]([NH:27][C:33]([CH:29]5[CH2:30][CH2:31][CH2:32][O:28]5)=[O:34])[CH2:23][CH2:22]4)[CH2:15][CH2:14]3)[C:7]=2[CH2:6][CH2:5]1. (2) Given the reactants [F:1][C:2]1[CH:3]=[N:4][C:5]([NH:11][CH2:12][CH2:13][O:14][C:15]2[CH:20]=[CH:19][C:18]([F:21])=[CH:17][CH:16]=2)=[C:6]([CH:10]=1)[C:7]([OH:9])=O.[CH3:22][C:23]([NH2:27])([C:25]#[CH:26])[CH3:24].C1C=CC2N(O)N=NC=2C=1.CCN=C=NCCCN(C)C.CCN(C(C)C)C(C)C, predict the reaction product. The product is: [F:1][C:2]1[CH:3]=[N:4][C:5]([NH:11][CH2:12][CH2:13][O:14][C:15]2[CH:20]=[CH:19][C:18]([F:21])=[CH:17][CH:16]=2)=[C:6]([CH:10]=1)[C:7]([NH:27][C:23]([CH3:24])([C:25]#[CH:26])[CH3:22])=[O:9]. (3) The product is: [I-:27].[CH:1]1([C:6]([C:18]2[CH:19]=[N:20][CH:21]=[CH:22][CH:23]=2)([CH3:17])[C:7]([O:9][CH:10]2[CH2:15][CH2:14][N+:13]([CH3:25])([CH3:16])[CH2:12][CH2:11]2)=[O:8])[CH2:5][CH2:4][CH2:3][CH2:2]1. Given the reactants [CH:1]1([C:6]([C:18]2[CH:19]=[N:20][CH:21]=[CH:22][CH:23]=2)([CH3:17])[C:7]([O:9][CH:10]2[CH2:15][CH2:14][N:13]([CH3:16])[CH2:12][CH2:11]2)=[O:8])[CH2:5][CH2:4][CH2:3][CH2:2]1.Cl[CH2:25]Cl.[I:27]C, predict the reaction product. (4) Given the reactants [C:1]([O:13]C)(=[O:12])[C:2]1[CH:11]=[CH:10][C:5]([C:6]([O:8]C)=O)=[CH:4][CH:3]=1.[NH2:15][CH2:16][CH2:17][CH2:18][OH:19], predict the reaction product. The product is: [OH:19][CH2:18][CH2:17][CH2:16][N:15]([CH2:4][CH2:5][CH2:6][OH:8])[C:6](=[O:8])[C:5]1[CH:4]=[CH:3][C:2]([C:1]([OH:13])=[O:12])=[CH:11][CH:10]=1.